From a dataset of Reaction yield outcomes from USPTO patents with 853,638 reactions. Predict the reaction yield, written as a fraction of the theoretical maximum amount of product (1.0 means a 100% yield; for example, 0.34 means a 34% yield). (1) The reactants are Br[C:2]1[CH:11]=[CH:10][C:5]([C:6]([O:8][CH3:9])=[O:7])=[CH:4][C:3]=1[O:12][CH3:13].C(=O)([O-])[O-].[Na+].[Na+].[CH:20]([O:22]CCCC)=[CH2:21]. The catalyst is CO.C([O-])(=O)C.[Pd+2].C([O-])(=O)C.C1(P(C2C=CC=CC=2)CCCP(C2C=CC=CC=2)C2C=CC=CC=2)C=CC=CC=1. The product is [C:20]([C:2]1[CH:11]=[CH:10][C:5]([C:6]([O:8][CH3:9])=[O:7])=[CH:4][C:3]=1[O:12][CH3:13])(=[O:22])[CH3:21]. The yield is 0.870. (2) The reactants are [CH3:1][O:2][N:3]1[CH2:8][CH2:7][CH:6]([C:9]2[CH:14]=[CH:13][C:12]([NH2:15])=[CH:11][CH:10]=2)[CH2:5][CH2:4]1.C1C(=O)N([Br:23])C(=O)C1. The catalyst is C(Cl)Cl. The product is [Br:23][C:11]1[CH:10]=[C:9]([C:6]2[CH2:5][CH2:4][N:3]([O:2][CH3:1])[CH2:8][CH:7]=2)[CH:14]=[CH:13][C:12]=1[NH2:15]. The yield is 0.745. (3) The reactants are Br[C:2]1[N:7]=[N:6][C:5]([NH2:8])=[N:4][C:3]=1[C:9]1[CH:14]=[CH:13][CH:12]=[CH:11][CH:10]=1.[Cl:15][C:16]1[CH:17]=[C:18](B(O)O)[CH:19]=[CH:20][C:21]=1[F:22]. No catalyst specified. The product is [Cl:15][C:16]1[CH:17]=[C:18]([C:2]2[N:7]=[N:6][C:5]([NH2:8])=[N:4][C:3]=2[C:9]2[CH:14]=[CH:13][CH:12]=[CH:11][CH:10]=2)[CH:19]=[CH:20][C:21]=1[F:22]. The yield is 0.290. (4) The reactants are [Cl:1][C:2]1[CH:3]=[C:4]([N:10]2[CH:14]=[N:13][C:12]([C:15]([O:17]CC)=[O:16])=[N:11]2)[CH:5]=[C:6]([Cl:9])[C:7]=1[OH:8].[OH-].[Na+].Cl. The catalyst is O. The product is [Cl:1][C:2]1[CH:3]=[C:4]([N:10]2[CH:14]=[N:13][C:12]([C:15]([OH:17])=[O:16])=[N:11]2)[CH:5]=[C:6]([Cl:9])[C:7]=1[OH:8]. The yield is 0.870. (5) The reactants are [Cl:1][C:2]1[C:3]([CH2:18][CH3:19])=[C:4]([NH:10][C@H:11]([C@@H:15]([OH:17])[CH3:16])[C:12]([OH:14])=O)[CH:5]=[CH:6][C:7]=1[C:8]#[N:9].[C:20]([C:22]1[CH:31]=[CH:30][C:25]([C:26]([NH:28][NH2:29])=[O:27])=[CH:24][CH:23]=1)#[N:21].O.ON1C2C=CC=CC=2N=N1.Cl.CN(C)CCCN=C=NCC.C(N(CC)CC)C. The catalyst is C1COCC1. The product is [Cl:1][C:2]1[C:3]([CH2:18][CH3:19])=[C:4]([NH:10][C@H:11]([C@@H:15]([OH:17])[CH3:16])[C:12]([NH:29][NH:28][C:26](=[O:27])[C:25]2[CH:24]=[CH:23][C:22]([C:20]#[N:21])=[CH:31][CH:30]=2)=[O:14])[CH:5]=[CH:6][C:7]=1[C:8]#[N:9]. The yield is 0.870. (6) The reactants are [C:1]([O:7][C:8]([CH3:11])([CH3:10])[CH3:9])(=[O:6])[CH2:2][C:3]([CH3:5])=O.[N+:12]([C:15]1[CH:22]=[CH:21][CH:20]=[CH:19][C:16]=1[CH:17]=O)([O-:14])=[O:13].[NH4+:23].[OH-:24]. The catalyst is CCO. The product is [CH3:5][C:3]1[NH:23][C:3]([CH3:5])=[C:2]([C:1]([O:7][C:8]([CH3:11])([CH3:10])[CH3:9])=[O:24])[CH:17]([C:16]2[CH:19]=[CH:20][CH:21]=[CH:22][C:15]=2[N+:12]([O-:14])=[O:13])[C:2]=1[C:1]([O:7][C:8]([CH3:11])([CH3:10])[CH3:9])=[O:6]. The yield is 0.0900.